This data is from Full USPTO retrosynthesis dataset with 1.9M reactions from patents (1976-2016). The task is: Predict the reactants needed to synthesize the given product. (1) Given the product [C:1]([NH:4][C:5]1[CH:14]=[C:13]2[C:8]([CH:9]=[CH:10][N:11]3[C:17]([C:18]([NH2:30])=[O:20])=[C:16]([C:21]4[CH:26]=[CH:25][C:24]([Cl:27])=[CH:23][C:22]=4[Cl:28])[N:15]=[C:12]32)=[CH:7][N:6]=1)(=[O:3])[CH3:2], predict the reactants needed to synthesize it. The reactants are: [C:1]([NH:4][C:5]1[CH:14]=[C:13]2[C:8]([CH:9]=[CH:10][N:11]3[C:17]([C:18]([OH:20])=O)=[C:16]([C:21]4[CH:26]=[CH:25][C:24]([Cl:27])=[CH:23][C:22]=4[Cl:28])[N:15]=[C:12]32)=[CH:7][N:6]=1)(=[O:3])[CH3:2].C[N:30](C(ON1N=NC2C=CC=CC1=2)=[N+](C)C)C.[B-](F)(F)(F)F.N. (2) Given the product [CH3:1][O:2][C:3]1[CH:4]=[CH:5][C:6]([NH:11][C:12]2[C:13]3[N:14]([CH:27]=[CH:28][N:29]=3)[N:15]=[C:16]([C:18]3[CH:19]=[C:20]([CH:24]=[CH:25][CH:26]=3)[C:21]([NH:30][C:31]3[CH:40]=[CH:39][C:34]([C:35]([O:37][CH3:38])=[O:36])=[C:33]([O:41][CH3:42])[CH:32]=3)=[O:22])[CH:17]=2)=[N:7][C:8]=1[O:9][CH3:10], predict the reactants needed to synthesize it. The reactants are: [CH3:1][O:2][C:3]1[CH:4]=[CH:5][C:6]([NH:11][C:12]2[C:13]3[N:14]([CH:27]=[CH:28][N:29]=3)[N:15]=[C:16]([C:18]3[CH:19]=[C:20]([CH:24]=[CH:25][CH:26]=3)[C:21](O)=[O:22])[CH:17]=2)=[N:7][C:8]=1[O:9][CH3:10].[NH2:30][C:31]1[CH:40]=[CH:39][C:34]([C:35]([O:37][CH3:38])=[O:36])=[C:33]([O:41][CH3:42])[CH:32]=1.CN1C=CN=C1.CCN=C=NCCCN(C)C. (3) Given the product [F:1][C:2]1[CH:3]=[C:4]([CH:14]([NH:16][C:17]([C:19]2[N:20]=[C:21]([O:33][C:29]3[CH:30]=[CH:31][CH:32]=[C:27]([C:26]([F:25])([F:34])[F:35])[CH:28]=3)[O:22][CH:23]=2)=[O:18])[CH3:15])[CH:5]=[C:6]([F:13])[C:7]=1[NH:8][S:9]([CH3:12])(=[O:11])=[O:10], predict the reactants needed to synthesize it. The reactants are: [F:1][C:2]1[CH:3]=[C:4]([CH:14]([NH:16][C:17]([C:19]2[N:20]=[C:21](Cl)[O:22][CH:23]=2)=[O:18])[CH3:15])[CH:5]=[C:6]([F:13])[C:7]=1[NH:8][S:9]([CH3:12])(=[O:11])=[O:10].[F:25][C:26]([F:35])([F:34])[C:27]1[CH:28]=[C:29]([OH:33])[CH:30]=[CH:31][CH:32]=1. (4) Given the product [NH2:21][C:22]1[N:8]([CH2:9][CH:10]2[CH2:11][N:12]([C:14]([O:16][C:17]([CH3:20])([CH3:19])[CH3:18])=[O:15])[CH2:13]2)[C:3]2[CH:4]=[CH:5][CH:6]=[CH:7][C:2]=2[N:1]=1, predict the reactants needed to synthesize it. The reactants are: [NH2:1][C:2]1[CH:7]=[CH:6][CH:5]=[CH:4][C:3]=1[NH:8][CH2:9][CH:10]1[CH2:13][N:12]([C:14]([O:16][C:17]([CH3:20])([CH3:19])[CH3:18])=[O:15])[CH2:11]1.[N:21]#[C:22]Br. (5) Given the product [C:1]1([CH:7]([C:38]2[CH:43]=[CH:42][CH:41]=[CH:40][CH:39]=2)[CH2:8][CH2:9][N:10]([CH2:21][C:22]([CH2:23][N:24]2[CH2:29][CH2:28][NH:27][CH2:26][CH2:25]2)=[CH2:37])[C:11](=[O:12])[NH:13][C:14]2[CH:19]=[CH:18][C:17]([CH3:20])=[CH:16][CH:15]=2)[CH:2]=[CH:3][CH:4]=[CH:5][CH:6]=1, predict the reactants needed to synthesize it. The reactants are: [C:1]1([CH:7]([C:38]2[CH:43]=[CH:42][CH:41]=[CH:40][CH:39]=2)[CH2:8][CH2:9][N:10]([CH2:21][C:22](=[CH2:37])[CH2:23][N:24]2[CH2:29][CH2:28][N:27](C(OC(C)(C)C)=O)[CH2:26][CH2:25]2)[C:11]([NH:13][C:14]2[CH:19]=[CH:18][C:17]([CH3:20])=[CH:16][CH:15]=2)=[O:12])[CH:6]=[CH:5][CH:4]=[CH:3][CH:2]=1.C1(C(C2C=CC=CC=2)CCN(CC(=C)CN2CCN(C(OC(C)(C)C)=O)CC2)C(NC2C=CC=C(C(OC)=O)C=2)=O)C=CC=CC=1. (6) The reactants are: [NH2:1][C:2]1[C:10]2[C:9]([CH3:11])=[C:8]([CH3:12])[N:7]=[N:6][C:5]=2[S:4][C:3]=1[C:13]([OH:15])=O.C(N(CC)C(C)C)(C)C.CN(C(ON1N=NC2C=CC=NC1=2)=[N+](C)C)C.F[P-](F)(F)(F)(F)F.[F:49][C:50]([F:63])([F:62])[S:51]([C:54]1[CH:59]=[CH:58][C:57]([CH2:60][NH2:61])=[CH:56][CH:55]=1)(=[O:53])=[O:52]. Given the product [NH2:1][C:2]1[C:10]2[C:9]([CH3:11])=[C:8]([CH3:12])[N:7]=[N:6][C:5]=2[S:4][C:3]=1[C:13]([NH:61][CH2:60][C:57]1[CH:58]=[CH:59][C:54]([S:51]([C:50]([F:63])([F:49])[F:62])(=[O:53])=[O:52])=[CH:55][CH:56]=1)=[O:15], predict the reactants needed to synthesize it. (7) Given the product [CH2:27]([S:34][C:35]1[N:36]=[CH:37][N:38]2[CH:42]=[C:41]([C:8]3[C@H:9]([CH3:10])[C@@H:5]4[C@@H:4]([C@H:2]([OH:1])[CH3:3])[C:25](=[O:26])[N:6]4[C:7]=3[C:12]([O:14][CH2:15][C:16]3[CH:21]=[CH:20][C:19]([N+:22]([O-:24])=[O:23])=[CH:18][CH:17]=3)=[O:13])[S:40][C:39]=12)[C:28]1[CH:29]=[CH:30][CH:31]=[CH:32][CH:33]=1, predict the reactants needed to synthesize it. The reactants are: [OH:1][C@@H:2]([C@H:4]1[C:25](=[O:26])[N:6]2[C@@H:7]([C:12]([O:14][CH2:15][C:16]3[CH:21]=[CH:20][C:19]([N+:22]([O-:24])=[O:23])=[CH:18][CH:17]=3)=[O:13])[C:8](=O)[C@H:9]([CH3:10])[C@H:5]12)[CH3:3].[CH2:27]([S:34][C:35]1[N:36]=[CH:37][N:38]2[CH:42]=[C:41]([Sn](CCCC)(CCCC)CCCC)[S:40][C:39]=12)[C:28]1[CH:33]=[CH:32][CH:31]=[CH:30][CH:29]=1. (8) Given the product [F:1][C:2]1[C:3]([F:14])=[CH:4][C:5]([F:11])=[C:6]([F:10])[C:7]=1[CH2:8][NH2:9], predict the reactants needed to synthesize it. The reactants are: [F:1][C:2]1[C:7]([C:8]#[N:9])=[C:6]([F:10])[C:5]([F:11])=[C:4](C#N)[C:3]=1[F:14].FC1C(C=O)=C(F)C(F)=C(C=O)C=1F. (9) Given the product [OH:19][C@H:17]([CH3:18])[CH2:14][CH2:13]/[CH:12]=[CH:11]/[C:10]([O:15][C:7]([CH3:6])([CH3:8])[CH3:9])=[O:16], predict the reactants needed to synthesize it. The reactants are: [CH3:6][CH:7]([CH2:9][AlH][CH2:6][CH:7]([CH3:9])[CH3:8])[CH3:8].[C:10]1(=[O:16])[O:15][C@H:13]([CH3:14])[CH2:12][CH2:11]1.[C:17](OCC)(=[O:19])[CH3:18].